This data is from Peptide-MHC class I binding affinity with 185,985 pairs from IEDB/IMGT. The task is: Regression. Given a peptide amino acid sequence and an MHC pseudo amino acid sequence, predict their binding affinity value. This is MHC class I binding data. The peptide sequence is LVTRKCPQK. The MHC is HLA-A31:01 with pseudo-sequence HLA-A31:01. The binding affinity (normalized) is 0.336.